This data is from Forward reaction prediction with 1.9M reactions from USPTO patents (1976-2016). The task is: Predict the product of the given reaction. (1) Given the reactants [C:1]([C@H:3]([NH:15][C@H:16]([C:18]1[CH:23]=[CH:22][CH:21]=[CH:20][CH:19]=1)[CH3:17])[C@@H:4]([CH3:14])[C@@H:5]([O:7][CH:8]1[CH2:13][CH2:12][CH2:11][CH2:10][O:9]1)[CH3:6])#[N:2].C([C@@H](N[C@H](C1C=CC=CC=1)C)[C@@H](C)[C@@H](OC1CCCCO1)C)#N, predict the reaction product. The product is: [C:1]([CH:3]([NH:15][C@H:16]([C:18]1[CH:19]=[CH:20][CH:21]=[CH:22][CH:23]=1)[CH3:17])[C@@H:4]([CH3:14])[C@@H:5]([O:7][CH:8]1[CH2:13][CH2:12][CH2:11][CH2:10][O:9]1)[CH3:6])#[N:2]. (2) Given the reactants Br[C:2]1[C:7]([CH3:8])=[C:6]([N+:9]([O-:11])=[O:10])[C:5]([CH3:12])=[CH:4][C:3]=1[CH3:13].[CH3:14][O-:15].[Na+], predict the reaction product. The product is: [N+:9]([C:6]1[C:7]([CH3:8])=[C:2]([O:15][CH3:14])[C:3]([CH3:13])=[CH:4][C:5]=1[CH3:12])([O-:11])=[O:10].